From a dataset of Forward reaction prediction with 1.9M reactions from USPTO patents (1976-2016). Predict the product of the given reaction. (1) Given the reactants Cl[CH2:2][C:3]([NH:5][C:6]1[CH:7]=[C:8]([CH:23]=[CH:24][C:25]=1[O:26][C:27]([F:30])([F:29])[F:28])[C:9]([NH:11][C:12]1[S:13][C:14]([C:17]2[CH:22]=[CH:21][CH:20]=[CH:19][CH:18]=2)=[N:15][N:16]=1)=[O:10])=[O:4].Cl.[O:32]1[CH2:38][CH2:37][CH2:36][NH:35][CH2:34][CH2:33]1.[I-].[K+].C(N(C(C)C)C(C)C)C, predict the reaction product. The product is: [O:32]1[CH2:38][CH2:37][CH2:36][N:35]([CH2:2][C:3]([NH:5][C:6]2[CH:7]=[C:8]([CH:23]=[CH:24][C:25]=2[O:26][C:27]([F:30])([F:29])[F:28])[C:9]([NH:11][C:12]2[S:13][C:14]([C:17]3[CH:22]=[CH:21][CH:20]=[CH:19][CH:18]=3)=[N:15][N:16]=2)=[O:10])=[O:4])[CH2:34][CH2:33]1. (2) Given the reactants [F:1][C:2]1[CH:7]=[CH:6][C:5]([OH:8])=[CH:4][C:3]=1[CH3:9].[Br:10]C1C=C(C)C(C)=CC=1O, predict the reaction product. The product is: [Br:10][C:6]1[CH:7]=[C:2]([F:1])[C:3]([CH3:9])=[CH:4][C:5]=1[OH:8].